From a dataset of Full USPTO retrosynthesis dataset with 1.9M reactions from patents (1976-2016). Predict the reactants needed to synthesize the given product. Given the product [F:1][C:2]1[CH:3]=[CH:4][C:5]([C:8]2[O:9][C:10]3[CH:20]=[CH:19][C:18]([C:21]4[CH:22]=[CH:23][C:24]([O:30][CH3:31])=[C:25]([C:26](=[O:27])[NH:50][C:41]([C:44]5[CH:49]=[CH:48][CH:47]=[CH:46][CH:45]=5)([CH3:43])[CH3:42])[CH:29]=4)=[CH:17][C:11]=3[C:12]=2[C:13]([NH:14][CH3:15])=[O:16])=[CH:6][CH:7]=1, predict the reactants needed to synthesize it. The reactants are: [F:1][C:2]1[CH:7]=[CH:6][C:5]([C:8]2[O:9][C:10]3[CH:20]=[CH:19][C:18]([C:21]4[CH:22]=[CH:23][C:24]([O:30][CH3:31])=[C:25]([CH:29]=4)[C:26](O)=[O:27])=[CH:17][C:11]=3[C:12]=2[C:13](=[O:16])[NH:14][CH3:15])=[CH:4][CH:3]=1.C(N(C(C)C)C(C)C)C.[C:41]([NH2:50])([C:44]1[CH:49]=[CH:48][CH:47]=[CH:46][CH:45]=1)([CH3:43])[CH3:42].CN(C(ON1N=NC2C=CC=CC1=2)=[N+](C)C)C.[B-](F)(F)(F)F.